From a dataset of Full USPTO retrosynthesis dataset with 1.9M reactions from patents (1976-2016). Predict the reactants needed to synthesize the given product. (1) Given the product [CH3:1][CH2:2][CH2:3][CH:4]([NH:8][C:9]([C:11]1[CH:19]=[CH:18][C:14]2[O:15][CH2:16][O:17][C:13]=2[CH:12]=1)=[S:29])[CH2:5][CH2:6][CH3:7], predict the reactants needed to synthesize it. The reactants are: [CH3:1][CH2:2][CH2:3][CH:4]([NH:8][C:9]([C:11]1[CH:19]=[CH:18][C:14]2[O:15][CH2:16][O:17][C:13]=2[CH:12]=1)=O)[CH2:5][CH2:6][CH3:7].COC1C=CC(P2(SP(C3C=CC(OC)=CC=3)(=S)S2)=[S:29])=CC=1. (2) Given the product [O:32]=[C:33]1[CH:37]=[CH:36][C:35](=[O:38])[N:34]1[CH2:39][CH2:40][CH2:41][CH2:42][CH2:43][C:44]([NH:16][C@H:15]([C:17]([OH:19])=[O:18])[CH2:14][S:13][S:12][C:9]1[CH:10]=[CH:11][C:6]([CH2:5][O:4][C:3](=[O:20])[N:2]([CH3:1])[CH2:21][CH2:22][N:23]([CH3:31])[C:24](=[O:30])[O:25][C:26]([CH3:27])([CH3:28])[CH3:29])=[CH:7][CH:8]=1)=[O:45], predict the reactants needed to synthesize it. The reactants are: [CH3:1][N:2]([CH2:21][CH2:22][N:23]([CH3:31])[C:24](=[O:30])[O:25][C:26]([CH3:29])([CH3:28])[CH3:27])[C:3](=[O:20])[O:4][CH2:5][C:6]1[CH:11]=[CH:10][C:9]([S:12][S:13][CH2:14][C@@H:15]([C:17]([OH:19])=[O:18])[NH2:16])=[CH:8][CH:7]=1.[O:32]=[C:33]1[CH:37]=[CH:36][C:35](=[O:38])[N:34]1[CH2:39][CH2:40][CH2:41][CH2:42][CH2:43][C:44](OC1C(F)=C(F)C(F)=C(F)C=1F)=[O:45].CCN(C(C)C)C(C)C.C(O)(C(F)(F)F)=O. (3) Given the product [Cl:21][C:22]1[CH:23]=[CH:24][C:25]([C:28]([CH:30]2[CH2:35][CH2:34][N:33]([C:15](=[O:17])[CH2:14][O:13][C:10]3[CH:9]=[CH:8][C:7]([CH2:6][C@H:5]([O:18][CH3:19])[C:4]([OH:3])=[O:20])=[CH:12][CH:11]=3)[CH2:32][CH2:31]2)=[O:29])=[CH:26][CH:27]=1, predict the reactants needed to synthesize it. The reactants are: C([O:3][C:4](=[O:20])[C@@H:5]([O:18][CH3:19])[CH2:6][C:7]1[CH:12]=[CH:11][C:10]([O:13][CH2:14][C:15]([OH:17])=O)=[CH:9][CH:8]=1)C.[Cl:21][C:22]1[CH:27]=[CH:26][C:25]([C:28]([CH:30]2[CH2:35][CH2:34][NH:33][CH2:32][CH2:31]2)=[O:29])=[CH:24][CH:23]=1.C(O[C@@H](CC1C=CC(O[C@@H](C(=O)NCCC2C=CC(OC3C=CC=CC=3)=CC=2)C)=CC=1)C(O)=O)C. (4) Given the product [ClH:1].[Cl:1][C:2]1[CH:3]=[C:4]([NH:20][C:21]2[C:22]3[N:29]([CH2:30][CH2:31][CH2:32][NH:33][C:34](=[O:40])[CH2:35][S:36]([CH3:39])(=[O:38])=[O:37])[CH:28]=[CH:27][C:23]=3[N:24]=[CH:25][N:26]=2)[CH:5]=[CH:6][C:7]=1[O:8][C:9]1[CH:14]=[CH:13][CH:12]=[C:11]([O:15][C:16]([F:18])([F:19])[F:17])[CH:10]=1, predict the reactants needed to synthesize it. The reactants are: [Cl:1][C:2]1[CH:3]=[C:4]([NH:20][C:21]2[C:22]3[N:29]([CH2:30][CH2:31][CH2:32][NH:33][C:34](=[O:40])[CH2:35][S:36]([CH3:39])(=[O:38])=[O:37])[CH:28]=[CH:27][C:23]=3[N:24]=[CH:25][N:26]=2)[CH:5]=[CH:6][C:7]=1[O:8][C:9]1[CH:14]=[CH:13][CH:12]=[C:11]([O:15][C:16]([F:19])([F:18])[F:17])[CH:10]=1.Cl.Cl.NCCCN1C2C(NC3C=CC(OC4C=CC=C(OC(F)(F)F)C=4)=C(Cl)C=3)=NC=NC=2C=C1.CS(CC(O)=O)(=O)=O.Cl.C(N=C=NCCCN(C)C)C.O.ON1C2C=CC=CC=2N=N1.Cl.C(OCC)(=O)C. (5) Given the product [C:1]([NH:9][C:10]1[CH:22]=[C:21]([C:23]2[CH:28]=[CH:27][CH:26]=[C:25]([CH2:29][OH:30])[CH:24]=2)[CH:20]=[CH:19][C:11]=1[C:12]([OH:14])=[O:13])(=[O:8])[C:2]1[CH:7]=[CH:6][CH:5]=[CH:4][CH:3]=1, predict the reactants needed to synthesize it. The reactants are: [C:1]([NH:9][C:10]1[CH:22]=[C:21]([C:23]2[CH:28]=[CH:27][CH:26]=[C:25]([CH2:29][OH:30])[CH:24]=2)[CH:20]=[CH:19][C:11]=1[C:12]([O:14]C(C)(C)C)=[O:13])(=[O:8])[C:2]1[CH:7]=[CH:6][CH:5]=[CH:4][CH:3]=1. (6) Given the product [CH3:18][O:17][C:5]1[CH:4]=[CH:3][C:2]([S:25][CH3:24])=[CH:16][C:6]=1[CH2:7][OH:8], predict the reactants needed to synthesize it. The reactants are: Br[C:2]1[CH:3]=[CH:4][C:5]([O:17][CH3:18])=[C:6]([CH:16]=1)[CH2:7][O:8][Si](C(C)(C)C)(C)C.C([Li])CCC.[CH3:24][S:25]SC.O.[F-].C([N+](CCCC)(CCCC)CCCC)CCC. (7) Given the product [NH:7]1[CH:11]=[C:10]([C:12]2([NH2:15])[CH2:14][CH2:13]2)[N:9]=[CH:8]1, predict the reactants needed to synthesize it. The reactants are: C[Si](C)(C)CCOC[N:7]1[CH:11]=[C:10]([C:12]2([NH2:15])[CH2:14][CH2:13]2)[N:9]=[CH:8]1. (8) The reactants are: C(O[C:6]([C:8]1[N:9]=[C:10]([C:29]#[N:30])[C:11]2[C:16]([C:17]=1[OH:18])=[CH:15][C:14]([O:19][C:20]1[C:25]([CH3:26])=[CH:24][C:23]([Cl:27])=[CH:22][C:21]=1[CH3:28])=[CH:13][CH:12]=2)=[O:7])CCC.[NH2:31][CH2:32][C:33]([OH:35])=[O:34]. Given the product [Cl:27][C:23]1[CH:24]=[C:25]([CH3:26])[C:20]([O:19][C:14]2[CH:15]=[C:16]3[C:11](=[CH:12][CH:13]=2)[C:10]([C:29]#[N:30])=[N:9][C:8]([C:6]([NH:31][CH2:32][C:33]([OH:35])=[O:34])=[O:7])=[C:17]3[OH:18])=[C:21]([CH3:28])[CH:22]=1, predict the reactants needed to synthesize it. (9) The reactants are: [CH3:1][O:2][C:3](=[O:23])[C:4]1[CH:9]=[CH:8][C:7]([O:10][CH3:11])=[C:6]([O:12][CH3:13])[C:5]=1[O:14][CH2:15][C:16]([O:18]C(C)(C)C)=[O:17].C([SiH](CC)CC)C.C(O)(C(F)(F)F)=O. Given the product [CH3:1][O:2][C:3](=[O:23])[C:4]1[CH:9]=[CH:8][C:7]([O:10][CH3:11])=[C:6]([O:12][CH3:13])[C:5]=1[O:14][CH2:15][C:16]([OH:18])=[O:17], predict the reactants needed to synthesize it.